Dataset: Experimentally validated miRNA-target interactions with 360,000+ pairs, plus equal number of negative samples. Task: Binary Classification. Given a miRNA mature sequence and a target amino acid sequence, predict their likelihood of interaction. (1) The miRNA is hsa-miR-6814-5p with sequence UCCCAAGGGUGAGAUGCUGCCA. The protein sequence of the target gene is MSLARGHGDTAASTAAPLSEEGEVTSGLQALAVEDTGGPSASAGKAEDEGEGGREETEREGSGGEEAQGEVPSAGGEEPAEEDSEDWCVPCSDEEVELPADGQPWMPPPSEIQRLYELLAAHGTLELQAEILPRRPPTPEAQSEEERSDEEPEAKEEEEEKPHMPTEFDFDDEPVTPKDSLIDRRRTPGSSARSQKREARLDKVLSDMKRHKKLEEQILRTGRDLFSLDSEDPSPASPPLRSSGSSLFPRQRKY. Result: 1 (interaction). (2) The miRNA is hsa-miR-16-5p with sequence UAGCAGCACGUAAAUAUUGGCG. The protein sequence of the target gene is MSDEGSRGSRLPLALPPASQGCSSGGGGGGSSAGGSGNSRPPRNLQGLLQMAITAGSEEPDPPPEPMSEERRQWLQEAMSAAFRGQREEVEQMKSCLRVLSQPMPPTAGEAEQAADQQEREGALELLADLCENMDNAADFCQLSGMHLLVGRYLEAGAAGLRWRAAQLIGTCSQNVAAIQEQVLGLGALRKLLRLLDRDACDTVRVKALFAISCLVREQEAGLLQFLRLDGFSVLMRAMQQQVQKLKVKSAFLLQNLLVGHPEHKGTLCSMGMVQQLVALVRTEHSPFHEHVLGALCSLV.... Result: 1 (interaction). (3) The miRNA is mmu-miR-3109-3p with sequence UAGGGCCAUCUCAUCCAGAUA. The protein sequence of the target gene is MTKARDQTHQEGCCGSLANYLTSAKFLLYLGHSLSTWGDRMWHFAVSVFLVELYGNSLLLTAVYGLVVAGSVLVLGAIIGDWVDKNARLKVAQTSLVVQNVSVILCGIILMMVFLHKNELLTMYHGWVLTVCYILIITIANIANLASTATAITIQRDWIVVVAGENRSRLADMNATIRRIDQLTNILAPMAVGQIMTFGSPVIGCGFISGWNLVSMCVEYFLLWKVYQKTPALAVKAALKVEESELKQLTSPKDTEPKPLEGTHLMGEKDSNIRELECEQEPTCASQMAEPFRTFRDGWV.... Result: 0 (no interaction). (4) The miRNA is hsa-miR-548o-3p with sequence CCAAAACUGCAGUUACUUUUGC. The protein sequence of the target gene is MEAGPHPRPGHCCKPGGRLDMNHGFVHHIRRNQIARDDYDKKVKQAAKEKVRRRHTPAPTRPRKPDLQVYLPRHRDVSAHPRNPDYEESGESSSSGGSELEPSGHQLFCLEYEADSGEVTSVIVYQGDDPGKVSEKVSAHTPLDPPMREALKLRIQEEIAKRQSQH. Result: 0 (no interaction). (5) Result: 0 (no interaction). The miRNA is hsa-miR-548bb-3p with sequence CAAAAACCAUAGUUACUUUUGC. The protein sequence of the target gene is MGKLRPGRVEWLASGHTERPHLFQNLLLFLWALLNCGLGVSAQGPGEWTPWVSWTRCSSSCGRGVSVRSRRCLRLPGEEPCWGDSHEYRLCQLPDCPPGAVPFRDLQCALYNGRPVLGTQKTYQWVPFHGAPNQCDLNCLAEGHAFYHSFGRVLDGTACSPGAQGVCVAGRCLSAGCDGLLGSGALEDRCGRCGGANDSCLFVQRVFRDAGAFAGYWNVTLIPEGARHIRVEHRSRNHLALMGGDGRYVLNGHWVVSPPGTYEAAGTHVVYTRDTGPQETLQAAGPTSHDLLLQVLLQEP.... (6) The miRNA is mmu-miR-6908-3p with sequence ACACUCUCCCUUGUGCUGGCAG. The protein sequence of the target gene is MGDAGSERSKAPSLPPRCPCGFWGSSKTMNLCSKCFADFQKKQPDDDSAPSTSNSQSDLFSEETTSDNNNTSITTPTLSPSQQPLPTELNVTSPSKEECGPCTDTAHVSLITPTKRSCGTDSQSENEASPVKRPRLLENTERSEETSRSKQKSRRRCFQCQTKLELVQQELGSCRCGYVFCMLHRLPEQHDCTFDHMGRGREEAIMKMVKLDRKVGRSCQRIGEGCS. Result: 0 (no interaction). (7) The miRNA is hsa-miR-383-5p with sequence AGAUCAGAAGGUGAUUGUGGCU. The protein sequence of the target gene is MNMTQARVLVAAVVGLVAVLLYASIHKIEEGHLAVYYRGGALLTSPSGPGYHIMLPFITTFRSVQTTLQTDEVKNVPCGTSGGVMIYIDRIEVVNMLAPYAVFDIVRNYTADYDKTLIFNKIHHELNQFCSAHTLQEVYIELFDQIDENLKQALQKDLNLMAPGLTIQAVRVTKPKIPEAIRRNFELMEAEKTKLLIAAQKQKVVEKEAETERKKAVIEAEKIAQVAKIRFQQKVMEKETEKRISEIEDAAFLAREKAKADAEYYAAHKYATSNKHKLTPEYLELKKYQAIASNSKIYFG.... Result: 0 (no interaction). (8) The miRNA is hsa-miR-4453 with sequence GAGCUUGGUCUGUAGCGGUU. The protein sequence of the target gene is MTNPSDRVLPANSMAESREGDFGCTVMELRKLMELRSRDALTQINVHYGGVQNLCSRLKTSPVEGLSGNPADLEKRRQVFGHNVIPPKKPKTFLELVWEALQDVTLIILEIAAIISLVLSFYRPAGEENELCGQVATTPEDENEAQAGWIEGAAILFSVIIVVLVTAFNDWSKEKQFRGLQCRIEQEQKFSIIRNGQLIQLPVAEIVVGDIAQVKYGDLLPADGILIQGNDLKIDESSLTGESDHVKKSLDKDPMLLSGTHVMEGSGRMVVTAVGVNSQTGIILTLLGVNEDDEGEKKKK.... Result: 0 (no interaction).